From a dataset of Catalyst prediction with 721,799 reactions and 888 catalyst types from USPTO. Predict which catalyst facilitates the given reaction. (1) Reactant: [C:1]([O:5][C:6]([NH:8][CH2:9][CH2:10][CH2:11][OH:12])=[O:7])([CH3:4])([CH3:3])[CH3:2].O.CO. Product: [C:6]([NH:8][CH2:9][CH2:10][CH:11]=[O:12])([O:5][C:1]([CH3:2])([CH3:3])[CH3:4])=[O:7]. The catalyst class is: 549. (2) Reactant: [NH2:1][C:2](=[O:33])[C:3]([NH:6][C:7](=[O:32])[C:8]1[CH:13]=[CH:12][CH:11]=[C:10]([C:14]2[C:23]3[C:18](=[CH:19][C:20]([OH:29])=[C:21]4[O:26][C:25]([CH3:28])([CH3:27])[CH2:24][C:22]4=3)[CH2:17][C:16]([CH3:31])([CH3:30])[N:15]=2)[CH:9]=1)([CH3:5])[CH3:4].C(=O)([O-])[O-].[K+].[K+].[I-].[K+].Br[CH2:43][CH2:44][OH:45]. Product: [NH2:1][C:2](=[O:33])[C:3]([NH:6][C:7](=[O:32])[C:8]1[CH:13]=[CH:12][CH:11]=[C:10]([C:14]2[C:23]3[C:18](=[CH:19][C:20]([O:29][CH2:43][CH2:44][OH:45])=[C:21]4[O:26][C:25]([CH3:27])([CH3:28])[CH2:24][C:22]4=3)[CH2:17][C:16]([CH3:31])([CH3:30])[N:15]=2)[CH:9]=1)([CH3:5])[CH3:4]. The catalyst class is: 9. (3) Reactant: [OH:1][C:2]1[CH:3]=[C:4]([C:19]([F:22])([F:21])[F:20])[C:5]2[CH:6]=[CH:7][C:8]3[N:9]([CH:12]=[C:13]([C:15](OC)=[O:16])[N:14]=3)[C:10]=2[N:11]=1.[NH2:23][NH2:24]. Product: [OH:1][C:2]1[CH:3]=[C:4]([C:19]([F:20])([F:22])[F:21])[C:5]2[CH:6]=[CH:7][C:8]3[N:9]([CH:12]=[C:13]([C:15]([NH:23][NH2:24])=[O:16])[N:14]=3)[C:10]=2[N:11]=1. The catalyst class is: 8.